This data is from Catalyst prediction with 721,799 reactions and 888 catalyst types from USPTO. The task is: Predict which catalyst facilitates the given reaction. (1) Product: [Br:10][C:11]1[CH:16]=[CH:15][N:14]=[C:13]([NH:17][CH:7]=[C:6]2[CH2:5][CH2:4][O:3][C:2]2=[O:1])[CH:12]=1. Reactant: [O:1]=[C:2]1[C:6](=[CH:7][O-])[CH2:5][CH2:4][O:3]1.[Na+].[Br:10][C:11]1[CH:16]=[CH:15][N:14]=[C:13]([NH2:17])[CH:12]=1.CC1C=CC(S(O)(=O)=O)=CC=1. The catalyst class is: 93. (2) Reactant: C([Li])CCC.CCN(C(C)C)C(C)C.[CH2:15]1[O:25][C:18]2([CH2:23][CH2:22][C:21](=[O:24])[CH2:20][CH2:19]2)[O:17][CH2:16]1.C1C=CC(N([S:33]([C:36]([F:39])([F:38])[F:37])(=[O:35])=[O:34])[S:33]([C:36]([F:39])([F:38])[F:37])(=[O:35])=[O:34])=CC=1. Product: [O:25]1[C:18]2([CH2:19][CH2:20][C:21]([O:24][S:33]([C:36]([F:39])([F:38])[F:37])(=[O:35])=[O:34])=[CH:22][CH2:23]2)[O:17][CH2:16][CH2:15]1. The catalyst class is: 1. (3) Reactant: F[C:2]1[C:3]([O:9][CH2:10][C:11]#[CH:12])=[N:4][CH:5]=[C:6]([F:8])[CH:7]=1.C1C[O:16][CH2:15]C1.C[O-].[Na+].O. Product: [F:8][C:6]1[CH:7]=[C:2]([O:16][CH3:15])[C:3]([O:9][CH2:10][C:11]#[CH:12])=[N:4][CH:5]=1. The catalyst class is: 5. (4) Reactant: [CH:1]1[CH:8]=[CH:7][CH:6]=[CH:5][CH:4]=[CH:3][CH:2]=1.[Li].[Li].C1C=CC=CC=CC=1.[C:19]1([P:25](Cl)Cl)[CH:24]=[CH:23][CH:22]=[CH:21][CH:20]=1.C([O:30]CC)C. Product: [C:19]1([P:25]2(=[O:30])[C:6]3[CH2:7][CH2:8][C:1]2=[CH:2][CH:3]=[CH:4][CH:5]=3)[CH:24]=[CH:23][CH:22]=[CH:21][CH:20]=1.[PH3:25]. The catalyst class is: 11. (5) Reactant: [F:1][C:2]1[C:3]([NH2:17])=[N:4][C:5]([O:8][CH2:9][C:10]2[CH:15]=[CH:14][C:13]([F:16])=[CH:12][CH:11]=2)=[N:6][CH:7]=1.CO[CH:20](OC)[N:21]([CH3:23])[CH3:22]. Product: [F:1][C:2]1[C:3]([N:17]=[CH:20][N:21]([CH3:23])[CH3:22])=[N:4][C:5]([O:8][CH2:9][C:10]2[CH:11]=[CH:12][C:13]([F:16])=[CH:14][CH:15]=2)=[N:6][CH:7]=1. The catalyst class is: 9.